This data is from Reaction yield outcomes from USPTO patents with 853,638 reactions. The task is: Predict the reaction yield, written as a fraction of the theoretical maximum amount of product (1.0 means a 100% yield; for example, 0.34 means a 34% yield). (1) The reactants are Cl[C:2]1[CH:9]=[CH:8][C:5]([C:6]#[N:7])=[C:4]([O:10][CH2:11][C:12]([F:15])([F:14])[F:13])[N:3]=1.[B:16]1([OH:26])[C:20]2[CH:21]=[CH:22][C:23]([OH:25])=[CH:24][C:19]=2[CH2:18][O:17]1.C([O-])([O-])=O.[Cs+].[Cs+].Cl. The catalyst is CN(C=O)C. The product is [OH:26][B:16]1[C:20]2[CH:21]=[CH:22][C:23]([O:25][C:2]3[CH:9]=[CH:8][C:5]([C:6]#[N:7])=[C:4]([O:10][CH2:11][C:12]([F:15])([F:14])[F:13])[N:3]=3)=[CH:24][C:19]=2[CH2:18][O:17]1. The yield is 0.410. (2) The reactants are [CH2:1]([N:8]=[C:9]=[O:10])[C:2]1[CH:7]=[CH:6][CH:5]=[CH:4][CH:3]=1.[CH2:11]([C:15]1([CH2:25][CH:26]([CH3:28])[CH3:27])[C:19]2[CH2:20][NH:21][CH2:22][CH2:23][C:18]=2[C:17](=[O:24])[O:16]1)[CH:12]([CH3:14])[CH3:13]. The catalyst is ClCCl. The product is [CH2:1]([NH:8][C:9]([N:21]1[CH2:22][CH2:23][C:18]2[C:17](=[O:24])[O:16][C:15]([CH2:25][CH:26]([CH3:28])[CH3:27])([CH2:11][CH:12]([CH3:14])[CH3:13])[C:19]=2[CH2:20]1)=[O:10])[C:2]1[CH:7]=[CH:6][CH:5]=[CH:4][CH:3]=1. The yield is 0.360. (3) The reactants are [CH3:1][O:2][C:3]1[CH:8]=[CH:7][C:6]([C:9](=[O:12])[CH2:10][CH3:11])=[CH:5][CH:4]=1.[CH2:13](O)[CH2:14][OH:15]. The catalyst is C1(C)C=CC=CC=1.O.C1(C)C=CC(S(O)(=O)=O)=CC=1. The product is [CH2:10]([C:9]1([C:6]2[CH:7]=[CH:8][C:3]([O:2][CH3:1])=[CH:4][CH:5]=2)[O:15][CH2:14][CH2:13][O:12]1)[CH3:11]. The yield is 0.580. (4) The reactants are Br[C:2]1[CH:31]=[CH:30][C:5]2[N:6]([C:9]3[S:13][C:12]([C:14]([NH2:16])=[O:15])=[C:11]([O:17][C@@H:18]([C:20]4[CH:25]=[CH:24][CH:23]=[CH:22][C:21]=4[C:26]([F:29])([F:28])[F:27])[CH3:19])[CH:10]=3)[CH:7]=[N:8][C:4]=2[CH:3]=1.[B:32]1([B:32]2[O:36][C:35]([CH3:38])([CH3:37])[C:34]([CH3:40])([CH3:39])[O:33]2)[O:36][C:35]([CH3:38])([CH3:37])[C:34]([CH3:40])([CH3:39])[O:33]1.C([O-])(=O)C.[K+]. The catalyst is CN(C)C=O.C(OCC)(=O)C.Cl[Pd](Cl)([P](C1C=CC=CC=1)(C1C=CC=CC=1)C1C=CC=CC=1)[P](C1C=CC=CC=1)(C1C=CC=CC=1)C1C=CC=CC=1. The yield is 0.500. The product is [CH3:39][C:34]1([CH3:40])[C:35]([CH3:38])([CH3:37])[O:36][B:32]([C:2]2[CH:31]=[CH:30][C:5]3[N:6]([C:9]4[S:13][C:12]([C:14]([NH2:16])=[O:15])=[C:11]([O:17][C@@H:18]([C:20]5[CH:25]=[CH:24][CH:23]=[CH:22][C:21]=5[C:26]([F:29])([F:28])[F:27])[CH3:19])[CH:10]=4)[CH:7]=[N:8][C:4]=3[CH:3]=2)[O:33]1. (5) The reactants are [CH3:1][O:2][C:3](=[O:45])[NH:4][CH:5]([C:19](=[O:44])[NH:20][CH2:21][CH2:22][CH2:23][CH2:24][CH:25]([N:28]([S:33]([C:36]1[CH:41]=[CH:40][C:39]([NH2:42])=[C:38]([F:43])[CH:37]=1)(=[O:35])=[O:34])[CH2:29][CH:30]([CH3:32])[CH3:31])[CH2:26][OH:27])[CH:6]([C:13]1[CH:18]=[CH:17][CH:16]=[CH:15][CH:14]=1)[C:7]1[CH:12]=[CH:11][CH:10]=[CH:9][CH:8]=1.COC(=O)N[C@H](C(=O)NCCCC[C@H:70](N(S(C1C=CC(N)=CC=1)(=O)=O)CC(C)C)[CH2:71][O:72][P:73]([OH:76])([OH:75])=O)C(C1C=CC=CC=1)C1C=CC=CC=1.[B-](F)(F)(F)F.[B-](F)(F)(F)F.[CH2:104]1[N+]2(CCl)CC[N+](F)(CC2)[CH2:105]1. The catalyst is CC#N. The product is [CH3:1][O:2][C:3](=[O:45])[NH:4][C@H:5]([C:19](=[O:44])[NH:20][CH2:21][CH2:22][CH2:23][CH2:24][C@H:25]([N:28]([S:33]([C:36]1[CH:41]=[CH:40][C:39]([NH2:42])=[C:38]([F:43])[CH:37]=1)(=[O:34])=[O:35])[CH2:29][CH:30]([CH3:32])[CH3:31])[CH2:26][O:27][P:73]([O:72][CH2:71][CH3:70])([O:75][CH2:104][CH3:105])=[O:76])[CH:6]([C:7]1[CH:8]=[CH:9][CH:10]=[CH:11][CH:12]=1)[C:13]1[CH:18]=[CH:17][CH:16]=[CH:15][CH:14]=1. The yield is 0.480. (6) The reactants are [CH2:1]([NH:8][C:9]1[CH:14]=[C:13]([NH:15][C:16]2[CH:21]=[CH:20][C:19]([N:22]3[CH2:27][CH2:26][CH:25]([C:28](OCC)=[O:29])[CH2:24][CH2:23]3)=[CH:18][CH:17]=2)[N:12]=[CH:11][C:10]=1[CH2:33][C:34]([NH2:36])=[O:35])[C:2]1[CH:7]=[CH:6][CH:5]=[CH:4][CH:3]=1.[CH2:37]([CH2:39][NH2:40])[OH:38]. The product is [CH2:1]([NH:8][C:9]1[CH:14]=[C:13]([NH:15][C:16]2[CH:21]=[CH:20][C:19]([N:22]3[CH2:23][CH2:24][CH:25]([C:28](=[O:29])[NH:40][CH2:39][CH2:37][OH:38])[CH2:26][CH2:27]3)=[CH:18][CH:17]=2)[N:12]=[CH:11][C:10]=1[CH2:33][C:34]([NH2:36])=[O:35])[C:2]1[CH:7]=[CH:6][CH:5]=[CH:4][CH:3]=1. No catalyst specified. The yield is 0.890.